This data is from Forward reaction prediction with 1.9M reactions from USPTO patents (1976-2016). The task is: Predict the product of the given reaction. (1) The product is: [CH3:1][N:2]([C:12]1[CH:13]=[N:14][CH:15]=[N:16][CH:17]=1)[C:3]1[CH:4]=[C:5]([CH:9]=[CH:10][CH:11]=1)[C:6]([NH:24][C:21]1[S:22][CH:23]=[C:19]([CH3:18])[N:20]=1)=[O:8]. Given the reactants [CH3:1][N:2]([C:12]1[CH:13]=[N:14][CH:15]=[N:16][CH:17]=1)[C:3]1[CH:4]=[C:5]([CH:9]=[CH:10][CH:11]=1)[C:6]([OH:8])=O.[CH3:18][C:19]1[N:20]=[C:21]([NH2:24])[S:22][CH:23]=1.F[P-](F)(F)(F)(F)F.N1(OC(N(C)C)=[N+](C)C)C2N=CC=CC=2N=N1.CCN(C(C)C)C(C)C, predict the reaction product. (2) Given the reactants [CH3:1][O:2][C:3]1[CH:12]=[C:11]2[C:6]([C:7](=[O:21])[N:8](C)C(C)[N:10]2[C:13]2[CH:18]=[CH:17][CH:16]=[CH:15][CH:14]=2)=[CH:5][CH:4]=1.[Cl-].[NH4+], predict the reaction product. The product is: [NH:10]([C:11]1[CH:12]=[C:3]([O:2][CH3:1])[CH:4]=[CH:5][C:6]=1[C:7]([NH2:8])=[O:21])[C:13]1[CH:14]=[CH:15][CH:16]=[CH:17][CH:18]=1. (3) Given the reactants [N:1]1([CH2:7][CH2:8][NH:9][C:10]([C:12]2[CH:17]=[CH:16][C:15]([N:18]3[C:22]([CH2:23][CH2:24][CH3:25])=[C:21]([C:26]([O-])=[O:27])[N:20]=[N:19]3)=[CH:14][CH:13]=2)=[O:11])[CH2:6][CH2:5][O:4][CH2:3][CH2:2]1.[Na+].C1C=C[C:33]2N(O)N=[N:36][C:34]=2[CH:35]=1.C1(N)CC1.CCN=C=NCCCN(C)C, predict the reaction product. The product is: [CH:34]1([NH:36][C:26]([C:21]2[N:20]=[N:19][N:18]([C:15]3[CH:16]=[CH:17][C:12]([C:10]([NH:9][CH2:8][CH2:7][N:1]4[CH2:6][CH2:5][O:4][CH2:3][CH2:2]4)=[O:11])=[CH:13][CH:14]=3)[C:22]=2[CH2:23][CH2:24][CH3:25])=[O:27])[CH2:35][CH2:33]1. (4) Given the reactants [Cl:1][C:2]1[CH:3]=[C:4]([N:13]([CH2:27][C:28]2[CH:33]=[CH:32][C:31]([O:34][CH3:35])=[CH:30][CH:29]=2)[C:14]2[CH:15]=[C:16]([CH:24]=[CH:25][CH:26]=2)[C:17]([O:19]C(C)(C)C)=[O:18])[C:5]2[N:6]([C:8]([C:11]#[N:12])=[CH:9][N:10]=2)[N:7]=1.II.O, predict the reaction product. The product is: [Cl:1][C:2]1[CH:3]=[C:4]([N:13]([CH2:27][C:28]2[CH:29]=[CH:30][C:31]([O:34][CH3:35])=[CH:32][CH:33]=2)[C:14]2[CH:15]=[C:16]([CH:24]=[CH:25][CH:26]=2)[C:17]([OH:19])=[O:18])[C:5]2[N:6]([C:8]([C:11]#[N:12])=[CH:9][N:10]=2)[N:7]=1.